This data is from Catalyst prediction with 721,799 reactions and 888 catalyst types from USPTO. The task is: Predict which catalyst facilitates the given reaction. Reactant: [CH3:1][C:2]([C:4]1[CH:9]=[CH:8][C:7]([O:10][CH3:11])=[CH:6][CH:5]=1)=[O:3].[CH3:12][Li].[Cl-].[NH4+]. Product: [CH3:11][O:10][C:7]1[CH:8]=[CH:9][C:4]([C:2]([OH:3])([CH3:12])[CH3:1])=[CH:5][CH:6]=1. The catalyst class is: 7.